This data is from Full USPTO retrosynthesis dataset with 1.9M reactions from patents (1976-2016). The task is: Predict the reactants needed to synthesize the given product. (1) Given the product [C:3]([O:7][C:8]([N:10]1[CH2:11][CH2:12][N:13]([C:16]2[O:18][CH:19]=[C:20]([CH3:21])[N:17]=2)[CH2:14][CH2:15]1)=[O:9])([CH3:6])([CH3:4])[CH3:5], predict the reactants needed to synthesize it. The reactants are: [OH-].[Na+].[C:3]([O:7][C:8]([N:10]1[CH2:15][CH2:14][N:13]([C:16]#[N:17])[CH2:12][CH2:11]1)=[O:9])([CH3:6])([CH3:5])[CH3:4].[OH:18][CH2:19][C:20](=O)[CH3:21].O. (2) Given the product [OH:14][C:12]1[C:11]([CH:16]([CH3:18])[CH3:17])=[CH:10][C:5]([C:6]([OH:8])=[O:7])=[C:4]([O:3][CH3:19])[CH:13]=1, predict the reactants needed to synthesize it. The reactants are: [OH-].[K+].[OH:3][C:4]1[CH:13]=[C:12]([O:14]C)[C:11]([CH:16]([CH3:18])[CH3:17])=[CH:10][C:5]=1[C:6]([O:8]C)=[O:7].[CH3:19]O. (3) Given the product [Si:1]([O:8][CH2:9][C:10]1[N:18]([CH2:21][CH2:20][C:19]([O:23][CH3:24])=[O:22])[C:13]2=[N:14][CH:15]=[CH:16][CH:17]=[C:12]2[CH:11]=1)([C:4]([CH3:7])([CH3:5])[CH3:6])([CH3:3])[CH3:2], predict the reactants needed to synthesize it. The reactants are: [Si:1]([O:8][CH2:9][C:10]1[NH:18][C:13]2=[N:14][CH:15]=[CH:16][CH:17]=[C:12]2[CH:11]=1)([C:4]([CH3:7])([CH3:6])[CH3:5])([CH3:3])[CH3:2].[C:19]([O:23][CH3:24])(=[O:22])[CH:20]=[CH2:21].N12CCCN=C1CCCCC2. (4) Given the product [CH3:1][O:2][C:3]1[CH:8]=[CH:7][C:6]([C:15]2[CH:23]=[C:22]3[C:18]([C:19]([NH:32][C:33](=[O:37])[CH2:34][CH2:35][CH3:36])=[N:20][N:21]3[CH2:24][O:25][CH2:26][CH2:27][Si:28]([CH3:31])([CH3:29])[CH3:30])=[CH:17][CH:16]=2)=[CH:5][CH:4]=1, predict the reactants needed to synthesize it. The reactants are: [CH3:1][O:2][C:3]1[CH:8]=[CH:7][C:6](B(O)O)=[CH:5][CH:4]=1.[F-].[Cs+].Cl[C:15]1[CH:23]=[C:22]2[C:18]([C:19]([NH:32][C:33](=[O:37])[CH2:34][CH2:35][CH3:36])=[N:20][N:21]2[CH2:24][O:25][CH2:26][CH2:27][Si:28]([CH3:31])([CH3:30])[CH3:29])=[CH:17][CH:16]=1. (5) Given the product [C:1]([N:4]1[CH2:5][CH2:6][CH:7]([N:10]([C@H:29]2[CH2:30][CH2:31][C@H:32]([CH3:35])[CH2:33][CH2:34]2)[C:11](=[O:12])[NH:13][C:14]2[S:15][C:16]([S:19][CH2:20][C:21]([N:22]([CH2:23][CH3:24])[CH2:27][CH3:26])=[O:28])=[CH:17][N:18]=2)[CH2:8][CH2:9]1)(=[O:3])[CH3:2], predict the reactants needed to synthesize it. The reactants are: [C:1]([N:4]1[CH2:9][CH2:8][CH:7]([N:10]([C@H:29]2[CH2:34][CH2:33][C@H:32]([CH3:35])[CH2:31][CH2:30]2)[C:11]([NH:13][C:14]2[S:15][C:16]([S:19][CH2:20][C:21](=[O:28])[N:22]3[CH2:27][CH2:26]C[CH2:24][CH2:23]3)=[CH:17][N:18]=2)=[O:12])[CH2:6][CH2:5]1)(=[O:3])[CH3:2].C(N1CCC(N([C@H]2CC[C@H](C)CC2)C(=O)NC2SC(SCC(O)=O)=CN=2)CC1)(=O)C.C(NCC)C. (6) Given the product [CH3:28][C:8]1[CH:9]=[C:10]([S:13][CH2:14][C:15]2[S:19][C:18]([C:20]3[CH:21]=[CH:22][C:23]([C:35]4[CH:36]=[CH:37][C:32]([C:31]([F:42])([F:41])[F:30])=[CH:33][CH:34]=4)=[CH:24][CH:25]=3)=[N:17][C:16]=2[CH3:27])[CH:11]=[CH:12][C:7]=1[O:6][CH2:5][C:4]([OH:3])=[O:29], predict the reactants needed to synthesize it. The reactants are: C([O:3][C:4](=[O:29])[CH2:5][O:6][C:7]1[CH:12]=[CH:11][C:10]([S:13][CH2:14][C:15]2[S:19][C:18]([C:20]3[CH:25]=[CH:24][C:23](Br)=[CH:22][CH:21]=3)=[N:17][C:16]=2[CH3:27])=[CH:9][C:8]=1[CH3:28])C.[F:30][C:31]([F:42])([F:41])[C:32]1[CH:37]=[CH:36][C:35](B(O)O)=[CH:34][CH:33]=1.C(=O)([O-])[O-].[Na+].[Na+]. (7) Given the product [O:17]1[CH2:22][CH2:21][CH:20]([O:3][CH:4]2[CH2:9][CH2:8][CH:7]([C:10]([O:12][CH2:13][CH3:14])=[O:11])[CH2:6][CH2:5]2)[CH2:19][CH2:18]1, predict the reactants needed to synthesize it. The reactants are: C[Si](C)(C)[O:3][CH:4]1[CH2:9][CH2:8][CH:7]([C:10]([O:12][CH2:13][CH3:14])=[O:11])[CH2:6][CH2:5]1.[O:17]1[CH2:22][CH2:21][C:20](=O)[CH2:19][CH2:18]1.FC(F)(F)S(O[Si](C)(C)C)(=O)=O.C([SiH](CC)CC)C. (8) Given the product [C:1]([C:5]1[CH:6]=[C:7]([NH:18][C:19]([NH:21][C:22]2[C:31]3[C:26](=[CH:27][CH:28]=[CH:29][CH:30]=3)[C:25]([O:32][C:33]3[CH:38]=[CH:37][N:36]=[C:35]([NH:45][C:44]4[CH:46]=[C:47]([O:49][CH2:50][CH2:51][O:52][CH2:53][CH2:54][O:55][CH3:56])[CH:48]=[C:42]([O:41][CH3:40])[CH:43]=4)[N:34]=3)=[CH:24][CH:23]=2)=[O:20])[C:8]([O:16][CH3:17])=[C:9]([NH:11][S:12]([CH3:15])(=[O:14])=[O:13])[CH:10]=1)([CH3:4])([CH3:3])[CH3:2], predict the reactants needed to synthesize it. The reactants are: [C:1]([C:5]1[CH:6]=[C:7]([NH:18][C:19]([NH:21][C:22]2[C:31]3[C:26](=[CH:27][CH:28]=[CH:29][CH:30]=3)[C:25]([O:32][C:33]3[CH:38]=[CH:37][N:36]=[C:35](Cl)[N:34]=3)=[CH:24][CH:23]=2)=[O:20])[C:8]([O:16][CH3:17])=[C:9]([NH:11][S:12]([CH3:15])(=[O:14])=[O:13])[CH:10]=1)([CH3:4])([CH3:3])[CH3:2].[CH3:40][O:41][C:42]1[CH:43]=[C:44]([CH:46]=[C:47]([O:49][CH2:50][CH2:51][O:52][CH2:53][CH2:54][O:55][CH3:56])[CH:48]=1)[NH2:45]. (9) Given the product [OH:1][CH2:2][CH2:3][N:4]([CH2:5][C:6]([N:8]1[CH2:13][CH2:12][S:11][C:10]2[CH:14]=[C:15]([N+:18]([O-:20])=[O:19])[CH:16]=[CH:17][C:9]1=2)=[O:7])[C:26](=[O:27])[O:25][C:22]([CH3:24])([CH3:23])[CH3:21], predict the reactants needed to synthesize it. The reactants are: [OH:1][CH2:2][CH2:3][NH:4][CH2:5][C:6]([N:8]1[CH2:13][CH2:12][S:11][C:10]2[CH:14]=[C:15]([N+:18]([O-:20])=[O:19])[CH:16]=[CH:17][C:9]1=2)=[O:7].[CH3:21][C:22]([O:25][C:26](O[C:26]([O:25][C:22]([CH3:24])([CH3:23])[CH3:21])=[O:27])=[O:27])([CH3:24])[CH3:23].C(N(CC)CC)C.C(=O)(O)[O-].[Na+]. (10) Given the product [Cl:1][C:2]1[N:10]=[C:9]2[C:5]([N:6]=[C:7]([CH2:12][N:27]3[CH2:26][C@@H:25]4[CH2:30][C@H:28]3[CH2:29][N:24]4[S:21]([CH3:20])(=[O:23])=[O:22])[N:8]2[CH3:11])=[C:4]([N:14]2[CH2:19][CH2:18][O:17][CH2:16][CH2:15]2)[N:3]=1, predict the reactants needed to synthesize it. The reactants are: [Cl:1][C:2]1[N:10]=[C:9]2[C:5]([N:6]=[C:7]([CH:12]=O)[N:8]2[CH3:11])=[C:4]([N:14]2[CH2:19][CH2:18][O:17][CH2:16][CH2:15]2)[N:3]=1.[CH3:20][S:21]([N:24]1[CH2:29][C@@H:28]2[CH2:30][C@H:25]1[CH2:26][NH:27]2)(=[O:23])=[O:22].C(O[BH-](OC(=O)C)OC(=O)C)(=O)C.[Na+].